This data is from Forward reaction prediction with 1.9M reactions from USPTO patents (1976-2016). The task is: Predict the product of the given reaction. (1) The product is: [C:15]([O:19][C:20]([N:22]1[CH2:23][C:24]([N:12]2[CH:13]=[C:9]([CH2:7][CH3:8])[C:10]([NH2:14])=[N:11]2)([CH2:26][C:27]#[N:28])[CH2:25]1)=[O:21])([CH3:18])([CH3:17])[CH3:16]. Given the reactants C(O)(=O)C(O)=O.[CH2:7]([C:9]1[C:10]([NH2:14])=[N:11][NH:12][CH:13]=1)[CH3:8].[C:15]([O:19][C:20]([N:22]1[CH2:25][C:24](=[CH:26][C:27]#[N:28])[CH2:23]1)=[O:21])([CH3:18])([CH3:17])[CH3:16].C1CCN2C(=NCCC2)CC1, predict the reaction product. (2) Given the reactants Br[C:2]1[CH:32]=[CH:31][C:5]([O:6][CH2:7][CH2:8][CH2:9][N:10]([CH2:24][C:25]2[CH:30]=[CH:29][N:28]=[CH:27][CH:26]=2)[CH2:11][CH2:12][N:13]2[CH:22]=[CH:21][C:20]3[C:15](=[CH:16][CH:17]=[CH:18][CH:19]=3)[C:14]2=[O:23])=[CH:4][CH:3]=1.[C:33](=[O:36])([O-])[O-].[Na+].[Na+].[NH:39]1[CH2:44][CH2:43][O:42][CH2:41][CH2:40]1.C(OC(=O)C)C.[ClH:51], predict the reaction product. The product is: [ClH:51].[ClH:51].[N:39]1([C:33]([C:2]2[CH:3]=[CH:4][C:5]([O:6][CH2:7][CH2:8][CH2:9][N:10]([CH2:24][C:25]3[CH:30]=[CH:29][N:28]=[CH:27][CH:26]=3)[CH2:11][CH2:12][N:13]3[CH:22]=[CH:21][C:20]4[C:15](=[CH:16][CH:17]=[CH:18][CH:19]=4)[C:14]3=[O:23])=[CH:31][CH:32]=2)=[O:36])[CH2:44][CH2:43][O:42][CH2:41][CH2:40]1. (3) Given the reactants Br.[NH+]1C=CC=CC=1.[Br:8][C:9]1[C:14]([O:15][CH3:16])=[CH:13][N:12]=[C:11]([O:17]C)[CH:10]=1, predict the reaction product. The product is: [Br:8][C:9]1[C:14]([O:15][CH3:16])=[CH:13][NH:12][C:11](=[O:17])[CH:10]=1. (4) Given the reactants [F:1][C:2]1[CH:3]=[C:4]([C:25]([O:27]CC)=O)[C:5]2[C:6](=O)[CH:7]([C:18]3[N:19]([CH3:23])[CH:20]=[CH:21][N:22]=3)[CH:8]([C:12]3[CH:17]=[CH:16][CH:15]=[CH:14][CH:13]=3)[NH:9][C:10]=2[CH:11]=1.O.[NH2:31][NH2:32], predict the reaction product. The product is: [F:1][C:2]1[CH:11]=[C:10]2[NH:9][CH:8]([C:12]3[CH:13]=[CH:14][CH:15]=[CH:16][CH:17]=3)[CH:7]([C:18]3[N:19]([CH3:23])[CH:20]=[CH:21][N:22]=3)[C:6]3=[N:31][NH:32][C:25](=[O:27])[C:4]([CH:3]=1)=[C:5]23.